This data is from Forward reaction prediction with 1.9M reactions from USPTO patents (1976-2016). The task is: Predict the product of the given reaction. (1) Given the reactants [Cl:1][C:2]1[C:10]2[C:5](=[CH:6][C:7]([C:11]([NH:13][CH:14]([C:24]3[CH:29]=[CH:28][CH:27]=[CH:26][C:25]=3[F:30])[CH2:15][O:16][CH2:17][CH:18]3[CH2:23][CH2:22][NH:21][CH2:20][CH2:19]3)=[O:12])=[CH:8][CH:9]=2)[NH:4][CH:3]=1.[CH3:31][C:32]([CH3:34])=O, predict the reaction product. The product is: [Cl:1][C:2]1[C:10]2[C:5](=[CH:6][C:7]([C:11]([NH:13][CH:14]([C:24]3[CH:29]=[CH:28][CH:27]=[CH:26][C:25]=3[F:30])[CH2:15][O:16][CH2:17][CH:18]3[CH2:23][CH2:22][N:21]([CH:32]([CH3:34])[CH3:31])[CH2:20][CH2:19]3)=[O:12])=[CH:8][CH:9]=2)[NH:4][CH:3]=1. (2) Given the reactants [CH3:1][C:2]1[CH:11]=[CH:10][C:5]([C:6](OC)=[O:7])=[CH:4][N:3]=1.[BH4-].[Na+], predict the reaction product. The product is: [CH3:1][C:2]1[N:3]=[CH:4][C:5]([CH2:6][OH:7])=[CH:10][CH:11]=1.